Dataset: Reaction yield outcomes from USPTO patents with 853,638 reactions. Task: Predict the reaction yield, written as a fraction of the theoretical maximum amount of product (1.0 means a 100% yield; for example, 0.34 means a 34% yield). The reactants are [CH3:1][O:2][C:3](=[O:16])[CH:4](P(OC)(OC)=O)[NH:5][C:6]([O:8][CH3:9])=[O:7].CC(C)=O.C(=O)=O.[O:24]1[CH2:29][CH2:28][CH:27]([CH:30]=O)[CH2:26][CH2:25]1. The catalyst is C1COCC1.CCOC(C)=O. The product is [CH3:1][O:2][C:3](=[O:16])[C:4]([NH:5][C:6]([O:8][CH3:9])=[O:7])=[CH:30][CH:27]1[CH2:28][CH2:29][O:24][CH2:25][CH2:26]1. The yield is 0.450.